From a dataset of Forward reaction prediction with 1.9M reactions from USPTO patents (1976-2016). Predict the product of the given reaction. (1) Given the reactants [C:1]([N:4]1[CH2:10][C@H:9]([NH2:11])[C:8](=[O:12])[N:7]([CH:13]([CH3:15])[CH3:14])[C:6]2[CH:16]=[CH:17][CH:18]=[CH:19][C:5]1=2)(=[O:3])[CH3:2].[CH3:20][CH:21]([C:25]([NH:27][CH2:28][C:29]([F:35])([F:34])[C:30]([F:33])([F:32])[F:31])=[O:26])[C:22](O)=[O:23], predict the reaction product. The product is: [C:1]([N:4]1[CH2:10][C@H:9]([NH:11][C:22](=[O:23])[CH:21]([CH3:20])[C:25]([NH:27][CH2:28][C:29]([F:34])([F:35])[C:30]([F:31])([F:32])[F:33])=[O:26])[C:8](=[O:12])[N:7]([CH:13]([CH3:15])[CH3:14])[C:6]2[CH:16]=[CH:17][CH:18]=[CH:19][C:5]1=2)(=[O:3])[CH3:2]. (2) Given the reactants [NH2:1][C:2]1[CH:3]=[C:4]([NH:8][C:9]([NH:11][C:12]2[CH:17]=[CH:16][CH:15]=[CH:14][C:13]=2[CH3:18])=[O:10])[CH:5]=[CH:6][CH:7]=1.[O-:19][C:20]#[N:21].[K+], predict the reaction product. The product is: [C:20]([NH:1][C:2]1[CH:3]=[C:4]([NH:8][C:9]([NH:11][C:12]2[CH:17]=[CH:16][CH:15]=[CH:14][C:13]=2[CH3:18])=[O:10])[CH:5]=[CH:6][CH:7]=1)(=[O:19])[NH2:21]. (3) Given the reactants Br[C:2]1[CH:7]=[CH:6][C:5]([CH2:8][OH:9])=[C:4]([CH2:10][OH:11])[CH:3]=1.CC1(C)C(C)(C)OB([C:20]2[CH:25]=[CH:24][C:23]([N+:26]([O-:28])=[O:27])=[CH:22][CH:21]=2)O1.ClCCl.C(=O)([O-])[O-].[Na+].[Na+], predict the reaction product. The product is: [N+:26]([C:23]1[CH:24]=[CH:25][C:20]([C:2]2[CH:7]=[CH:6][C:5]([CH2:8][OH:9])=[C:4]([CH2:10][OH:11])[CH:3]=2)=[CH:21][CH:22]=1)([O-:28])=[O:27]. (4) Given the reactants [Cl:1][C:2]1[N:10]=[C:9]2[C:5]([NH:6][CH:7]=[N:8]2)=[C:4]([Cl:11])[N:3]=1.C(=O)([O-])[O-].[K+].[K+].[F:18][C:19]1[CH:26]=[CH:25][CH:24]=[C:23]([F:27])[C:20]=1[CH2:21]Br, predict the reaction product. The product is: [Cl:1][C:2]1[N:10]=[C:9]2[C:5]([N:6]=[CH:7][N:8]2[CH2:21][C:20]2[C:19]([F:18])=[CH:26][CH:25]=[CH:24][C:23]=2[F:27])=[C:4]([Cl:11])[N:3]=1. (5) The product is: [CH3:1][C:2]1[C:7]([NH:8][C:9]([C:11]2[CH:12]=[CH:13][C:14]3[C@@:20]4([CH2:26][CH3:27])[CH2:21][CH2:22][C@:23]([OH:25])([C:42]5[CH:43]=[CH:44][CH:45]=[CH:46][CH:62]=5)[CH2:24][C@H:19]4[CH2:18][CH2:17][CH2:16][C:15]=3[CH:31]=2)=[O:10])=[CH:6][CH:5]=[CH:4][N:3]=1.[CH3:32][C:33]1[C:38]([NH:39][C:40]([C:42]2[CH:43]=[CH:44][C:45]3[C@:51]4([CH2:57][CH3:58])[CH2:52][CH2:53][C@@:54]([OH:56])([C:63]5[CH:68]=[CH:67][CH:66]=[CH:65][CH:64]=5)[CH2:55][C@@H:50]4[CH2:49][CH2:48][CH2:47][C:46]=3[CH:62]=2)=[O:41])=[CH:37][CH:36]=[CH:35][N:34]=1. Given the reactants [CH3:1][C:2]1[C:7]([NH:8][C:9]([C:11]2[CH:12]=[CH:13][C:14]3[C@@:20]4([CH2:26][C:27](F)(F)F)[CH2:21][CH2:22][C:23](=[O:25])[CH2:24][C@H:19]4[CH2:18][CH2:17][CH2:16][C:15]=3[CH:31]=2)=[O:10])=[CH:6][CH:5]=[CH:4][N:3]=1.[CH3:32][C:33]1[C:38]([NH:39][C:40]([C:42]2[CH:43]=[CH:44][C:45]3[C@:51]4([CH2:57][C:58](F)(F)F)[CH2:52][CH2:53][C:54](=[O:56])[CH2:55][C@@H:50]4[CH2:49][CH2:48][CH2:47][C:46]=3[CH:62]=2)=[O:41])=[CH:37][CH:36]=[CH:35][N:34]=1.[C:63]1([Mg]Br)[CH:68]=[CH:67][CH:66]=[CH:65][CH:64]=1, predict the reaction product. (6) Given the reactants [CH3:1][O:2][C:3]1[CH:8]=[CH:7][C:6]([NH:9][C:10]2[S:11][C:12]([NH:18][C:19](=[O:29])[C:20]3[CH:25]=[CH:24][C:23]([N+:26]([O-])=O)=[CH:22][CH:21]=3)=[C:13]([C:15]([NH2:17])=[O:16])[N:14]=2)=[CH:5][CH:4]=1, predict the reaction product. The product is: [NH2:26][C:23]1[CH:22]=[CH:21][C:20]([C:19]([NH:18][C:12]2[S:11][C:10]([NH:9][C:6]3[CH:7]=[CH:8][C:3]([O:2][CH3:1])=[CH:4][CH:5]=3)=[N:14][C:13]=2[C:15]([NH2:17])=[O:16])=[O:29])=[CH:25][CH:24]=1. (7) Given the reactants [CH3:1][C@H:2]1[CH2:7][O:6][CH2:5][C@@H:4]([CH3:8])[NH:3]1.CN(C(ON1N=NC2C=CC=NC1=2)=[N+](C)C)C.F[P-](F)(F)(F)(F)F.CCN(C(C)C)C(C)C.[NH2:42][C:43]1[CH:51]=[CH:50][C:46]([C:47](O)=[O:48])=[CH:45][N:44]=1, predict the reaction product. The product is: [NH2:42][C:43]1[N:44]=[CH:45][C:46]([C:47]([N:3]2[C@@H:4]([CH3:8])[CH2:5][O:6][CH2:7][C@H:2]2[CH3:1])=[O:48])=[CH:50][CH:51]=1. (8) Given the reactants O.O.[Sn](Cl)Cl.[CH:6]1([C:12]2[C:13]3[CH:14]=[CH:15][C:16]4[C:17](=[O:60])[NH:18][CH2:19][CH2:20][CH:21]=[CH:22][CH2:23][CH2:24][NH:25][C:26](=[O:59])[CH2:27][N:28]([C:57]=3[CH:58]=4)[C:29]=2[C:30]2[CH:35]=[CH:34][C:33]([O:36][CH2:37][C:38]3[CH:43]=[C:42]([N+:44]([O-])=O)[CH:41]=[CH:40][C:39]=3[N:47]3[CH2:52][CH2:51][N:50]([S:53]([CH3:56])(=[O:55])=[O:54])[CH2:49][CH2:48]3)=[CH:32][CH:31]=2)[CH2:11][CH2:10][CH2:9][CH2:8][CH2:7]1, predict the reaction product. The product is: [CH:6]1([C:12]2[C:13]3[CH:14]=[CH:15][C:16]4[C:17](=[O:60])[NH:18][CH2:19][CH2:20][CH:21]=[CH:22][CH2:23][CH2:24][NH:25][C:26](=[O:59])[CH2:27][N:28]([C:57]=3[CH:58]=4)[C:29]=2[C:30]2[CH:35]=[CH:34][C:33]([O:36][CH2:37][C:38]3[CH:43]=[C:42]([NH2:44])[CH:41]=[CH:40][C:39]=3[N:47]3[CH2:48][CH2:49][N:50]([S:53]([CH3:56])(=[O:54])=[O:55])[CH2:51][CH2:52]3)=[CH:32][CH:31]=2)[CH2:7][CH2:8][CH2:9][CH2:10][CH2:11]1. (9) Given the reactants [CH3:1][O:2][C:3](=[O:19])[C:4]1[CH:9]=[CH:8][C:7]([N+:10]([O-])=O)=[C:6]([O:13][CH:14]2[CH2:18][CH2:17][O:16][CH2:15]2)[CH:5]=1, predict the reaction product. The product is: [CH3:1][O:2][C:3](=[O:19])[C:4]1[CH:9]=[CH:8][C:7]([NH2:10])=[C:6]([O:13][CH:14]2[CH2:18][CH2:17][O:16][CH2:15]2)[CH:5]=1.